This data is from Forward reaction prediction with 1.9M reactions from USPTO patents (1976-2016). The task is: Predict the product of the given reaction. (1) The product is: [C:20]([O:24][C:25](=[O:26])[NH:2][CH2:3][CH2:4][C@H:5]1[CH2:10][CH2:9][C@H:8]([CH2:11][OH:12])[CH2:7][CH2:6]1)([CH3:23])([CH3:22])[CH3:21]. Given the reactants Cl.[NH2:2][CH2:3][CH2:4][C@H:5]1[CH2:10][CH2:9][C@H:8]([CH2:11][OH:12])[CH2:7][CH2:6]1.C(N(CC)CC)C.[C:20]([O:24][C:25](O[C:25]([O:24][C:20]([CH3:23])([CH3:22])[CH3:21])=[O:26])=[O:26])([CH3:23])([CH3:22])[CH3:21], predict the reaction product. (2) Given the reactants C([O-])(=O)C.[NH4+].[F:6][C:7]1[CH:8]=[C:9]([CH:12]=[C:13]([F:16])[C:14]=1[F:15])[CH:10]=O.[N+:17]([CH3:20])([O-:19])=[O:18], predict the reaction product. The product is: [F:6][C:7]1[CH:8]=[C:9](/[CH:10]=[CH:20]/[N+:17]([O-:19])=[O:18])[CH:12]=[C:13]([F:16])[C:14]=1[F:15]. (3) The product is: [NH2:8][C:6]1[CH:5]=[CH:4][CH:3]=[C:2]([N:9]2[CH2:14][CH2:13][NH:12][CH2:11][CH2:10]2)[N:7]=1. Given the reactants Cl[C:2]1[N:7]=[C:6]([NH2:8])[CH:5]=[CH:4][CH:3]=1.[NH:9]1[CH2:14][CH2:13][NH:12][CH2:11][CH2:10]1.CC(C)([O-])C.[Na+].O1CCCC1, predict the reaction product. (4) Given the reactants [CH2:1]([O:8][C:9]1[C:16]([CH3:17])=[CH:15][CH:14]=[CH:13][C:10]=1[CH:11]=O)[C:2]1[CH:7]=[CH:6][CH:5]=[CH:4][CH:3]=1.C(O)(=O)[CH2:19][C:20]([OH:22])=[O:21].N1CCCCC1, predict the reaction product. The product is: [CH2:1]([O:8][C:9]1[C:16]([CH3:17])=[CH:15][CH:14]=[CH:13][C:10]=1/[CH:11]=[CH:19]\[C:20]([OH:22])=[O:21])[C:2]1[CH:7]=[CH:6][CH:5]=[CH:4][CH:3]=1. (5) Given the reactants [I-].[CH3:2][N:3]1[CH:7]=[CH:6][CH:5]=[C:4]1[CH2:8][P+](C1C=CC=CC=1)(C1C=CC=CC=1)C1C=CC=CC=1.[C:28]([O:32][C:33]([NH:35][C@@:36]([CH2:48][CH3:49])([CH2:39][O:40][C:41](=[O:47])[CH2:42][CH2:43][CH2:44][CH2:45][CH3:46])[CH:37]=O)=[O:34])([CH3:31])([CH3:30])[CH3:29], predict the reaction product. The product is: [C:28]([O:32][C:33]([NH:35][C@:36]([CH2:48][CH3:49])([CH:37]=[CH:8][C:4]1[N:3]([CH3:2])[CH:7]=[CH:6][CH:5]=1)[CH2:39][O:40][C:41](=[O:47])[CH2:42][CH2:43][CH2:44][CH2:45][CH3:46])=[O:34])([CH3:30])([CH3:31])[CH3:29]. (6) The product is: [CH3:30][N:2]([CH3:1])[CH2:3][CH2:4][CH2:5][C:6]1[CH:7]=[C:8]2[C:12](=[CH:13][CH:14]=1)[C:11](=[O:15])[N:10]([CH2:16][C:17]1[CH:22]=[CH:21][C:20]([O:23][C:24]3[CH:25]=[CH:26][CH:27]=[CH:28][CH:29]=3)=[CH:19][CH:18]=1)[CH2:9]2. Given the reactants [CH3:1][N:2]([CH3:30])[CH2:3][C:4]#[C:5][C:6]1[CH:7]=[C:8]2[C:12](=[CH:13][CH:14]=1)[C:11](=[O:15])[N:10]([CH2:16][C:17]1[CH:22]=[CH:21][C:20]([O:23][C:24]3[CH:29]=[CH:28][CH:27]=[CH:26][CH:25]=3)=[CH:19][CH:18]=1)[CH2:9]2.[H][H], predict the reaction product. (7) Given the reactants [C:1]([C:3]1[CH:4]=[CH:5][C:6]2[N:10]=[C:9]([NH:11][C:12](=[O:24])[C@H:13]([N:15](C)[C:16](=O)OC(C)(C)C)[CH3:14])[N:8]([CH:25]3[CH2:28][CH2:27][CH2:26]3)[C:7]=2[CH:29]=1)#[N:2].[ClH:30], predict the reaction product. The product is: [ClH:30].[C:1]([C:3]1[CH:4]=[CH:5][C:6]2[N:10]=[C:9]([NH:11][C:12](=[O:24])[C@H:13]([NH:15][CH3:16])[CH3:14])[N:8]([CH:25]3[CH2:26][CH2:27][CH2:28]3)[C:7]=2[CH:29]=1)#[N:2]. (8) Given the reactants [CH3:1][O:2][C:3]1[CH:4]=[C:5]([C:11]2[CH2:15][C:14]([C:17]([F:20])([F:19])[F:18])(O)[O:13][N:12]=2)[CH:6]=[CH:7][C:8]=1[O:9][CH3:10].OS(O)(=O)=O, predict the reaction product. The product is: [CH3:1][O:2][C:3]1[CH:4]=[C:5]([C:11]2[CH:15]=[C:14]([C:17]([F:20])([F:19])[F:18])[O:13][N:12]=2)[CH:6]=[CH:7][C:8]=1[O:9][CH3:10]. (9) Given the reactants [Br:1][C:2]1[CH:3]=[C:4]([F:10])[C:5]([CH:8]=O)=[N:6][CH:7]=1.[NH2:11][OH:12].Cl.C([O-])([O-])=O.[Na+].[Na+], predict the reaction product. The product is: [Br:1][C:2]1[CH:3]=[C:4]([F:10])[C:5]([CH:8]=[N:11][OH:12])=[N:6][CH:7]=1. (10) Given the reactants [NH2:1][C:2]1[CH:20]=[CH:19][CH:18]=[CH:17][C:3]=1[C:4]([NH:6][C:7]1[N:8]=[CH:9][C:10]2[C:15]([CH:16]=1)=[CH:14][CH:13]=[CH:12][CH:11]=2)=[O:5].CO.[Br:23][C:24]1[CH:29]=[CH:28][C:27]([CH:30]=O)=[CH:26][N:25]=1.C([BH3-])#N.[Na+], predict the reaction product. The product is: [Br:23][C:24]1[N:25]=[CH:26][C:27]([CH2:30][NH:1][C:2]2[CH:20]=[CH:19][CH:18]=[CH:17][C:3]=2[C:4]([NH:6][C:7]2[N:8]=[CH:9][C:10]3[C:15]([CH:16]=2)=[CH:14][CH:13]=[CH:12][CH:11]=3)=[O:5])=[CH:28][CH:29]=1.